This data is from Reaction yield outcomes from USPTO patents with 853,638 reactions. The task is: Predict the reaction yield, written as a fraction of the theoretical maximum amount of product (1.0 means a 100% yield; for example, 0.34 means a 34% yield). (1) The reactants are [NH:1]1[C:9]2[C:4](=[CH:5][CH:6]=[CH:7][CH:8]=2)[C:3]([C:10]([OH:12])=[O:11])=[CH:2]1.[H-].[Na+].[CH2:15](I)[C:16]([CH3:19])([CH3:18])[CH3:17].O. The catalyst is CN(C)C=O. The product is [CH3:15][C:16]([CH3:19])([CH3:18])[CH2:17][N:1]1[C:9]2[C:4](=[CH:5][CH:6]=[CH:7][CH:8]=2)[C:3]([C:10]([OH:12])=[O:11])=[CH:2]1. The yield is 0.890. (2) The reactants are [CH3:1][O:2][C:3]1C(O)=C[CH:6]=[C:5](/[CH:10]=[CH:11]/[C:12]([CH2:14][C:15](/[CH:17]=[CH:18]/[C:19]2[CH:27]=[C:24]([O:25][CH3:26])[C:22]([OH:23])=[CH:21][CH:20]=2)=[O:16])=[O:13])[CH:4]=1.[N+](=[CH2:30])=[N-].C[CH2:32][O:33][CH2:34][CH3:35]. The catalyst is CO. The product is [CH3:32][O:33][C:34]1[CH:35]=[CH:6][C:5](/[CH:10]=[CH:11]/[C:12](/[OH:13])=[CH:14]/[C:15](/[CH:17]=[CH:18]/[C:19]2[CH:20]=[CH:21][C:22]([O:23][CH3:30])=[C:24]([O:25][CH3:26])[CH:27]=2)=[O:16])=[CH:4][C:3]=1[O:2][CH3:1]. The yield is 0.198. (3) The reactants are [H-].[Na+].[Br:3][C:4]1[C:5]([NH:10][C:11](=[O:13])[CH3:12])=[N:6][CH:7]=[CH:8][CH:9]=1.[H][H].[S:16]1[CH:20]=[CH:19][C:18]([C:21](Cl)=[O:22])=[CH:17]1. The catalyst is C1COCC1. The product is [C:11]([N:10]([C:5]1[C:4]([Br:3])=[CH:9][CH:8]=[CH:7][N:6]=1)[C:21]([C:18]1[CH:19]=[CH:20][S:16][CH:17]=1)=[O:22])(=[O:13])[CH3:12]. The yield is 0.720. (4) The reactants are [Br:1][C:2]1[CH:10]=[CH:9][C:5]([C:6]([OH:8])=O)=[CH:4][C:3]=1[O:11][CH:12]([CH3:14])[CH3:13].Cl.CN(C)CCCN=C=NCC.[C:27]1([S:37]([NH2:40])(=[O:39])=[O:38])[C:28]([S:33]([NH2:36])(=[O:35])=[O:34])=[CH:29][CH:30]=[CH:31][CH:32]=1. The catalyst is CN(C)C1C=CN=CC=1.CN(C)C=O. The product is [Br:1][C:2]1[CH:10]=[CH:9][C:5]([C:6]([NH:40][S:37]([C:27]2[CH:32]=[CH:31][CH:30]=[CH:29][C:28]=2[S:33](=[O:35])(=[O:34])[NH2:36])(=[O:39])=[O:38])=[O:8])=[CH:4][C:3]=1[O:11][CH:12]([CH3:14])[CH3:13]. The yield is 0.830.